Dataset: NCI-60 drug combinations with 297,098 pairs across 59 cell lines. Task: Regression. Given two drug SMILES strings and cell line genomic features, predict the synergy score measuring deviation from expected non-interaction effect. (1) Drug 1: CN1C(=O)N2C=NC(=C2N=N1)C(=O)N. Cell line: OVCAR-5. Synergy scores: CSS=47.9, Synergy_ZIP=2.00, Synergy_Bliss=-2.08, Synergy_Loewe=-33.2, Synergy_HSA=-3.89. Drug 2: CC1CCCC2(C(O2)CC(NC(=O)CC(C(C(=O)C(C1O)C)(C)C)O)C(=CC3=CSC(=N3)C)C)C. (2) Drug 1: CC1=CC=C(C=C1)C2=CC(=NN2C3=CC=C(C=C3)S(=O)(=O)N)C(F)(F)F. Drug 2: N.N.Cl[Pt+2]Cl. Cell line: SK-MEL-5. Synergy scores: CSS=56.3, Synergy_ZIP=3.23, Synergy_Bliss=3.30, Synergy_Loewe=-12.3, Synergy_HSA=-1.06. (3) Drug 1: CC1=C(C(=O)C2=C(C1=O)N3CC4C(C3(C2COC(=O)N)OC)N4)N. Drug 2: C1CN(P(=O)(OC1)NCCCl)CCCl. Cell line: NCI/ADR-RES. Synergy scores: CSS=14.3, Synergy_ZIP=-1.83, Synergy_Bliss=3.44, Synergy_Loewe=-3.36, Synergy_HSA=1.53. (4) Drug 1: C1C(C(OC1N2C=NC3=C2NC=NCC3O)CO)O. Drug 2: C1CCC(C(C1)N)N.C(=O)(C(=O)[O-])[O-].[Pt+4]. Cell line: ACHN. Synergy scores: CSS=19.3, Synergy_ZIP=-5.60, Synergy_Bliss=4.42, Synergy_Loewe=1.08, Synergy_HSA=1.75. (5) Drug 1: C(CC(=O)O)C(=O)CN.Cl. Drug 2: C1=NNC2=C1C(=O)NC=N2. Cell line: SW-620. Synergy scores: CSS=3.22, Synergy_ZIP=1.38, Synergy_Bliss=5.95, Synergy_Loewe=2.94, Synergy_HSA=3.32. (6) Drug 1: CN(C)N=NC1=C(NC=N1)C(=O)N. Synergy scores: CSS=-0.599, Synergy_ZIP=1.07, Synergy_Bliss=0.279, Synergy_Loewe=-3.65, Synergy_HSA=-1.95. Drug 2: C(CCl)NC(=O)N(CCCl)N=O. Cell line: SK-MEL-28. (7) Drug 1: CC1=C(C=C(C=C1)NC2=NC=CC(=N2)N(C)C3=CC4=NN(C(=C4C=C3)C)C)S(=O)(=O)N.Cl. Drug 2: COC1=NC(=NC2=C1N=CN2C3C(C(C(O3)CO)O)O)N. Cell line: SK-OV-3. Synergy scores: CSS=-0.895, Synergy_ZIP=2.23, Synergy_Bliss=3.41, Synergy_Loewe=1.07, Synergy_HSA=0.388. (8) Drug 1: CCCCCOC(=O)NC1=NC(=O)N(C=C1F)C2C(C(C(O2)C)O)O. Drug 2: C(CC(=O)O)C(=O)CN.Cl. Cell line: SNB-19. Synergy scores: CSS=7.26, Synergy_ZIP=-1.52, Synergy_Bliss=-0.620, Synergy_Loewe=-4.53, Synergy_HSA=-2.10.